Predict the product of the given reaction. From a dataset of Forward reaction prediction with 1.9M reactions from USPTO patents (1976-2016). Given the reactants Br[C:2]1[CH:22]=[CH:21][CH:20]=[CH:19][C:3]=1[O:4][CH:5]([C:13]1[CH:18]=[CH:17][CH:16]=[CH:15][CH:14]=1)[CH:6]1[CH2:11][NH:10][C:9](=O)[CH2:8][O:7]1.[N:23]1[CH:28]=[CH:27][C:26](B(O)O)=[CH:25][CH:24]=1, predict the reaction product. The product is: [C:13]1([C@H:5]([O:4][C:3]2[CH:19]=[CH:20][CH:21]=[CH:22][C:2]=2[C:25]2[CH:24]=[N:23][CH:28]=[CH:27][CH:26]=2)[C@H:6]2[O:7][CH2:8][CH2:9][NH:10][CH2:11]2)[CH:18]=[CH:17][CH:16]=[CH:15][CH:14]=1.